Predict which catalyst facilitates the given reaction. From a dataset of Catalyst prediction with 721,799 reactions and 888 catalyst types from USPTO. Reactant: [CH2:1]([O:3][C:4]([C:6]1[O:7][C:8]2[CH:14]=[CH:13][C:12]([N+:15]([O-])=O)=[CH:11][C:9]=2[CH:10]=1)=[O:5])[CH3:2].[H][H]. Product: [CH2:1]([O:3][C:4]([C:6]1[O:7][C:8]2[CH:14]=[CH:13][C:12]([NH2:15])=[CH:11][C:9]=2[CH:10]=1)=[O:5])[CH3:2]. The catalyst class is: 78.